From a dataset of Full USPTO retrosynthesis dataset with 1.9M reactions from patents (1976-2016). Predict the reactants needed to synthesize the given product. Given the product [CH2:1]([O:3][C:4]([N:6]1[CH2:11][CH2:10][CH:9]([N:12]2[C:20]3[C:15](=[CH:16][C:17]([NH:21][C:36]([C:34]4[N:35]=[C:31]([C:25]5[CH:30]=[CH:29][CH:28]=[CH:27][CH:26]=5)[O:32][C:33]=4[C:39]([F:41])([F:42])[F:40])=[O:37])=[CH:18][CH:19]=3)[C:14](=[O:24])[NH:13]2)[CH2:8][CH2:7]1)=[O:5])[CH3:2], predict the reactants needed to synthesize it. The reactants are: [CH2:1]([O:3][C:4]([N:6]1[CH2:11][CH2:10][CH:9]([N:12]2[C:20]3[C:15](=[CH:16][C:17]([N+:21]([O-])=O)=[CH:18][CH:19]=3)[C:14](=[O:24])[NH:13]2)[CH2:8][CH2:7]1)=[O:5])[CH3:2].[C:25]1([C:31]2[O:32][C:33]([C:39]([F:42])([F:41])[F:40])=[C:34]([C:36](O)=[O:37])[N:35]=2)[CH:30]=[CH:29][CH:28]=[CH:27][CH:26]=1.C(N1C2C(=CC(NC(C3C(C)=NN(C4C=CC=CC=4)N=3)=O)=CC=2)C(=O)N1)C.C1COCC1.